This data is from Full USPTO retrosynthesis dataset with 1.9M reactions from patents (1976-2016). The task is: Predict the reactants needed to synthesize the given product. (1) The reactants are: [C:1]([OH:14])(=[O:13])/[CH:2]=[CH:3]/[C:4]1[CH:12]=[CH:11][C:9]([OH:10])=[C:6]([O:7][CH3:8])[CH:5]=1.[C:15]1(P([C:16]2[CH:15]=CC=[CH:18][CH:17]=2)[C:16]2[CH:15]=CC=[CH:18][CH:17]=2)C=C[CH:18]=[CH:17][CH:16]=1.C(Br)(Br)(Br)[Br:35]. Given the product [Br:35][CH2:18][CH2:17][CH2:16][CH2:15][O:13][C:1](=[O:14])/[CH:2]=[CH:3]/[C:4]1[CH:12]=[CH:11][C:9]([OH:10])=[C:6]([O:7][CH3:8])[CH:5]=1, predict the reactants needed to synthesize it. (2) Given the product [CH2:36]([NH:43][C:24]1[N:23]=[CH:22][N:21]=[C:20]([NH:19][C:17](=[O:18])[NH:16][C:3]2[C:4]([F:15])=[C:5]([NH:8][S:9]([CH2:12][CH2:13][CH3:14])(=[O:11])=[O:10])[CH:6]=[CH:7][C:2]=2[Cl:1])[CH:25]=1)[C:37]1[CH:42]=[CH:41][CH:40]=[CH:39][CH:38]=1, predict the reactants needed to synthesize it. The reactants are: [Cl:1][C:2]1[CH:7]=[CH:6][C:5]([NH:8][S:9]([CH2:12][CH2:13][CH3:14])(=[O:11])=[O:10])=[C:4]([F:15])[C:3]=1[NH:16][C:17]([NH:19][C:20]1[CH:25]=[C:24](Cl)[N:23]=[CH:22][N:21]=1)=[O:18].C(N(CC)C(C)C)(C)C.[CH2:36]([NH2:43])[C:37]1[CH:42]=[CH:41][CH:40]=[CH:39][CH:38]=1. (3) Given the product [Cl:12][C:4]1[C:3]([C:13]2[CH:18]=[CH:17][CH:16]=[CH:15][CH:14]=2)=[CH:2][N:7]2[CH:8]=[C:9]([CH3:11])[N:10]=[C:6]2[N:5]=1, predict the reactants needed to synthesize it. The reactants are: Cl[C:2]1[N:7]2[CH:8]=[C:9]([CH3:11])[N:10]=[C:6]2[N:5]=[C:4]([Cl:12])[C:3]=1[C:13]1[CH:18]=[CH:17][CH:16]=[CH:15][CH:14]=1.C(O)(=O)C. (4) Given the product [Cl:1][CH2:2][CH2:3][CH2:4][CH:5]1[O:10][C:9]2[CH:11]=[CH:12][C:13]([F:15])=[CH:14][C:8]=2[N:7]([C:18]2[CH:23]=[CH:22][CH:21]=[CH:20][CH:19]=2)[S:6]1(=[O:17])=[O:16], predict the reactants needed to synthesize it. The reactants are: [Cl:1][CH2:2][CH2:3][CH2:4][CH:5]1[O:10][C:9]2[CH:11]=[CH:12][C:13]([F:15])=[CH:14][C:8]=2[NH:7][S:6]1(=[O:17])=[O:16].[C:18]1(B(O)O)[CH:23]=[CH:22][CH:21]=[CH:20][CH:19]=1.N1C=CC=CC=1. (5) Given the product [Cl:1][C:2]1[C:3]([F:9])=[CH:4][C:5]([OH:8])=[C:6]([N+:10]([O-:12])=[O:11])[CH:7]=1, predict the reactants needed to synthesize it. The reactants are: [Cl:1][C:2]1[CH:7]=[CH:6][C:5]([OH:8])=[CH:4][C:3]=1[F:9].[N+:10]([O-])([OH:12])=[O:11]. (6) The reactants are: Cl[C:2]1[N:7]=[CH:6][NH:5][C:4]2=[N:8][CH:9]=[CH:10][C:3]=12.[CH2:11]([N:18]1[CH2:23][CH2:22][CH:21]([CH3:24])[CH:20]([NH:25][CH3:26])[CH2:19]1)[C:12]1[CH:17]=[CH:16][CH:15]=[CH:14][CH:13]=1. Given the product [CH2:11]([N:18]1[CH2:23][CH2:22][CH:21]([CH3:24])[CH:20]([N:25]([CH3:26])[C:2]2[C:3]3[CH:10]=[CH:9][NH:8][C:4]=3[N:5]=[CH:6][N:7]=2)[CH2:19]1)[C:12]1[CH:13]=[CH:14][CH:15]=[CH:16][CH:17]=1, predict the reactants needed to synthesize it. (7) Given the product [C:1]([O:5][C:6]([NH:8][C@H:9]([C:21]1[CH:22]=[CH:23][CH:24]=[CH:25][CH:26]=1)[C@H:10]([O:20][S:28]([CH3:27])(=[O:30])=[O:29])[CH2:11][O:12][Si:13]([C:16]([CH3:19])([CH3:17])[CH3:18])([CH3:14])[CH3:15])=[O:7])([CH3:2])([CH3:3])[CH3:4], predict the reactants needed to synthesize it. The reactants are: [C:1]([O:5][C:6]([NH:8][C@H:9]([C:21]1[CH:26]=[CH:25][CH:24]=[CH:23][CH:22]=1)[C@H:10]([OH:20])[CH2:11][O:12][Si:13]([C:16]([CH3:19])([CH3:18])[CH3:17])([CH3:15])[CH3:14])=[O:7])([CH3:4])([CH3:3])[CH3:2].[CH3:27][S:28](Cl)(=[O:30])=[O:29].O.